From a dataset of Full USPTO retrosynthesis dataset with 1.9M reactions from patents (1976-2016). Predict the reactants needed to synthesize the given product. (1) Given the product [CH3:11][N:6]1[C:5]2[CH:12]=[CH:13][C:2]([B:14]3[O:18][C:17]([CH3:20])([CH3:19])[C:16]([CH3:22])([CH3:21])[O:15]3)=[CH:3][C:4]=2[CH2:8][S:7]1(=[O:10])=[O:9], predict the reactants needed to synthesize it. The reactants are: Br[C:2]1[CH:13]=[CH:12][C:5]2[N:6]([CH3:11])[S:7](=[O:10])(=[O:9])[CH2:8][C:4]=2[CH:3]=1.[B:14]1([B:14]2[O:18][C:17]([CH3:20])([CH3:19])[C:16]([CH3:22])([CH3:21])[O:15]2)[O:18][C:17]([CH3:20])([CH3:19])[C:16]([CH3:22])([CH3:21])[O:15]1.C([O-])(=O)C.[K+].C(Cl)Cl. (2) Given the product [C:1]([O:5][C:6](=[O:17])[NH:7][CH2:8][C:9]1[C:14]([Br:15])=[CH:13][N:12]2[CH:24]=[CH:25][N:16]=[C:11]2[CH:10]=1)([CH3:4])([CH3:2])[CH3:3], predict the reactants needed to synthesize it. The reactants are: [C:1]([O:5][C:6](=[O:17])[NH:7][CH2:8][C:9]1[C:14]([Br:15])=[CH:13][N:12]=[C:11]([NH2:16])[CH:10]=1)([CH3:4])([CH3:3])[CH3:2].C([O-])(O)=O.[Na+].Cl[CH2:24][CH:25]=O. (3) Given the product [NH2:1][C:2]1([CH2:8][C:9]([NH:17][CH3:16])=[O:11])[CH2:5][S:4](=[O:7])(=[O:6])[CH2:3]1, predict the reactants needed to synthesize it. The reactants are: [NH2:1][C:2]1([CH2:8][C:9]([O:11]CC)=O)[CH2:5][S:4](=[O:7])(=[O:6])[CH2:3]1.CO.[CH3:16][NH2:17]. (4) The reactants are: [CH2:1]([O:8][C:9]([NH:11][C@@H:12]([CH2:20][C:21]1[CH:26]=[CH:25][C:24]([C:27]2[N:32]=[CH:31][C:30](Br)=[CH:29][N:28]=2)=[CH:23][CH:22]=1)[C:13]([O:15][C:16]([CH3:19])([CH3:18])[CH3:17])=[O:14])=[O:10])[C:2]1[CH:7]=[CH:6][CH:5]=[CH:4][CH:3]=1.[C:34]([C:38]1[CH:43]=[CH:42][C:41](B(O)O)=[CH:40][CH:39]=1)([CH3:37])([CH3:36])[CH3:35].C(=O)(O)[O-].[Na+].N#N. Given the product [CH2:1]([O:8][C:9]([NH:11][C@@H:12]([CH2:20][C:21]1[CH:26]=[CH:25][C:24]([C:27]2[N:32]=[CH:31][C:30]([C:41]3[CH:42]=[CH:43][C:38]([C:34]([CH3:37])([CH3:36])[CH3:35])=[CH:39][CH:40]=3)=[CH:29][N:28]=2)=[CH:23][CH:22]=1)[C:13]([O:15][C:16]([CH3:19])([CH3:18])[CH3:17])=[O:14])=[O:10])[C:2]1[CH:7]=[CH:6][CH:5]=[CH:4][CH:3]=1, predict the reactants needed to synthesize it. (5) Given the product [C:1]([C:5]1[N:9]([CH2:10][CH:11]2[CH2:16][CH2:15][C:14]([F:18])([F:17])[CH2:13][CH2:12]2)[C:8]2[CH:19]=[CH:20][C:21]([S:23]([N:27]3[CH:31]=[C:30]([CH:32]=[O:33])[CH:29]=[N:28]3)(=[O:25])=[O:24])=[CH:22][C:7]=2[N:6]=1)([CH3:4])([CH3:3])[CH3:2], predict the reactants needed to synthesize it. The reactants are: [C:1]([C:5]1[N:9]([CH2:10][CH:11]2[CH2:16][CH2:15][C:14]([F:18])([F:17])[CH2:13][CH2:12]2)[C:8]2[CH:19]=[CH:20][C:21]([S:23](Cl)(=[O:25])=[O:24])=[CH:22][C:7]=2[N:6]=1)([CH3:4])([CH3:3])[CH3:2].[NH:27]1[CH:31]=[C:30]([CH:32]=[O:33])[CH:29]=[N:28]1.